Dataset: Forward reaction prediction with 1.9M reactions from USPTO patents (1976-2016). Task: Predict the product of the given reaction. (1) Given the reactants CON(C)[C:4]([C:6]1[O:7][C:8]2[CH:15]=[CH:14][CH:13]=[CH:12][C:9]=2[C:10]=1[CH3:11])=[O:5].[CH2:17]([Mg]Br)[CH:18]([CH3:20])[CH3:19].O1CCCC1.C([Mg]Br)C(C)C.[Cl-].[NH4+], predict the reaction product. The product is: [CH3:17][CH:18]([CH3:20])[CH2:19][C:4]([C:6]1[O:7][C:8]2[CH:15]=[CH:14][CH:13]=[CH:12][C:9]=2[C:10]=1[CH3:11])=[O:5]. (2) Given the reactants [Cl:1][C:2]1[CH:7]=[CH:6][CH:5]=[CH:4][C:3]=1[C:8]1[N:13]=[C:12]([O:14][CH3:15])[C:11]([N+:16]([O-:18])=[O:17])=[C:10]([NH2:19])[CH:9]=1.[H-].[Na+].[C:22]([C:26]1[C:27]([Cl:35])=[C:28]([C:32](O)=[O:33])[N:29]([CH3:31])[N:30]=1)([CH3:25])([CH3:24])[CH3:23].C(Cl)(=O)C(Cl)=O, predict the reaction product. The product is: [Cl:1][C:2]1[CH:7]=[CH:6][CH:5]=[CH:4][C:3]=1[C:8]1[N:13]=[C:12]([O:14][CH3:15])[C:11]([N+:16]([O-:18])=[O:17])=[C:10]([NH:19][C:32]([C:28]2[N:29]([CH3:31])[N:30]=[C:26]([C:22]([CH3:24])([CH3:23])[CH3:25])[C:27]=2[Cl:35])=[O:33])[CH:9]=1. (3) Given the reactants [I-].C(OC([N:9]1[CH2:14][CH2:13][N:12]([C:15]2[CH:16]=[C:17]3[C:26](=[CH:27][CH:28]=2)[N:25]=[C:24]2[C:19]([CH:20]=[C:21]([N:30]([CH2:33][CH3:34])[CH2:31][CH3:32])[CH:22]=[C:23]2[Cl:29])=[S+:18]3)[CH2:11][CH2:10]1)=O)(C)(C)C.[F:35][C:36]([F:41])([F:40])[C:37]([OH:39])=[O:38], predict the reaction product. The product is: [F:35][C:36]([F:41])([F:40])[C:37]([O-:39])=[O:38].[Cl:29][C:23]1[C:24]2[C:19](=[S+:18][C:17]3[C:26]([N:25]=2)=[CH:27][CH:28]=[C:15]([N:12]2[CH2:13][CH2:14][NH:9][CH2:10][CH2:11]2)[CH:16]=3)[CH:20]=[C:21]([N:30]([CH2:33][CH3:34])[CH2:31][CH3:32])[CH:22]=1. (4) The product is: [C:27]([C:24]1[CH:25]=[CH:26][C:21]([O:20][CH2:19][C:15]2[CH:14]=[C:13]([NH:12][C:8]3[CH:7]=[C:6]([CH:11]=[CH:10][CH:9]=3)[C:5]([OH:34])=[O:4])[CH:18]=[CH:17][CH:16]=2)=[C:22]([CH2:31][CH2:32][CH3:33])[C:23]=1[OH:30])(=[O:29])[CH3:28]. Given the reactants [OH-].[Li+].C[O:4][C:5](=[O:34])[C:6]1[CH:11]=[CH:10][CH:9]=[C:8]([NH:12][C:13]2[CH:18]=[CH:17][CH:16]=[C:15]([CH2:19][O:20][C:21]3[CH:26]=[CH:25][C:24]([C:27](=[O:29])[CH3:28])=[C:23]([OH:30])[C:22]=3[CH2:31][CH2:32][CH3:33])[CH:14]=2)[CH:7]=1.Cl, predict the reaction product.